From a dataset of Forward reaction prediction with 1.9M reactions from USPTO patents (1976-2016). Predict the product of the given reaction. (1) Given the reactants [Cl:1][C:2]1[C:7]([N+:8]([O-:10])=[O:9])=[C:6](Cl)[C:5]([CH3:12])=[C:4]([CH3:13])[N:3]=1.C(N(CC)CC)C.[NH2:21][CH2:22][CH2:23][NH:24][C:25](=[O:31])[O:26][C:27]([CH3:30])([CH3:29])[CH3:28], predict the reaction product. The product is: [Cl:1][C:2]1[C:7]([N+:8]([O-:10])=[O:9])=[C:6]([NH:21][CH2:22][CH2:23][NH:24][C:25](=[O:31])[O:26][C:27]([CH3:29])([CH3:28])[CH3:30])[C:5]([CH3:12])=[C:4]([CH3:13])[N:3]=1. (2) Given the reactants C([O:8][C@@H:9]1[C@@H:40]([O:41]CC2C=CC=CC=2)[C@H:39]([O:49][C@H:50]2[O:79][C@H:78]([CH3:80])[C@@H:69]([O:70]CC3C=CC=CC=3)[C@H:60]([O:61]CC3C=CC=CC=3)[C@H:51]2[O:52]CC2C=CC=CC=2)[C@@H:38]([CH2:81][O:82]CC2C=CC=CC=2)[O:37][C@@H:10]1[O:11][C@H:12]1[C@H:16]([F:17])[CH2:15][N:14](C(OCC2C=CC=CC=2)=O)[C@@H:13]1[CH2:28][O:29]CC1C=CC=CC=1)C1C=CC=CC=1, predict the reaction product. The product is: [C@H:50]1([O:49][C@@H:39]2[C@@H:38]([CH2:81][OH:82])[O:37][C@H:10]([O:11][C@H:12]3[C@H:16]([F:17])[CH2:15][NH:14][C@@H:13]3[CH2:28][OH:29])[C@H:9]([OH:8])[C@H:40]2[OH:41])[O:79][C@H:78]([CH3:80])[C@@H:69]([OH:70])[C@H:60]([OH:61])[C@H:51]1[OH:52].